Dataset: NCI-60 drug combinations with 297,098 pairs across 59 cell lines. Task: Regression. Given two drug SMILES strings and cell line genomic features, predict the synergy score measuring deviation from expected non-interaction effect. (1) Drug 1: CC1=C(C(CCC1)(C)C)C=CC(=CC=CC(=CC(=O)O)C)C. Drug 2: COCCOC1=C(C=C2C(=C1)C(=NC=N2)NC3=CC=CC(=C3)C#C)OCCOC.Cl. Cell line: RXF 393. Synergy scores: CSS=3.23, Synergy_ZIP=-1.33, Synergy_Bliss=-1.10, Synergy_Loewe=2.05, Synergy_HSA=-0.146. (2) Drug 1: CC12CCC3C(C1CCC2=O)CC(=C)C4=CC(=O)C=CC34C. Drug 2: C1CNP(=O)(OC1)N(CCCl)CCCl. Cell line: SN12C. Synergy scores: CSS=28.7, Synergy_ZIP=2.69, Synergy_Bliss=2.62, Synergy_Loewe=-15.5, Synergy_HSA=0.800. (3) Drug 1: CS(=O)(=O)C1=CC(=C(C=C1)C(=O)NC2=CC(=C(C=C2)Cl)C3=CC=CC=N3)Cl. Drug 2: CC1=C(C(=O)C2=C(C1=O)N3CC4C(C3(C2COC(=O)N)OC)N4)N. Cell line: COLO 205. Synergy scores: CSS=32.2, Synergy_ZIP=1.31, Synergy_Bliss=-2.39, Synergy_Loewe=-26.3, Synergy_HSA=-6.24. (4) Drug 1: COC1=CC(=CC(=C1O)OC)C2C3C(COC3=O)C(C4=CC5=C(C=C24)OCO5)OC6C(C(C7C(O6)COC(O7)C8=CC=CS8)O)O. Drug 2: C1=CC=C(C=C1)NC(=O)CCCCCCC(=O)NO. Cell line: SK-MEL-2. Synergy scores: CSS=48.7, Synergy_ZIP=-7.64, Synergy_Bliss=-6.32, Synergy_Loewe=-6.67, Synergy_HSA=-1.77. (5) Drug 1: CN1C2=C(C=C(C=C2)N(CCCl)CCCl)N=C1CCCC(=O)O.Cl. Drug 2: C1CCC(C(C1)N)N.C(=O)(C(=O)[O-])[O-].[Pt+4]. Cell line: HS 578T. Synergy scores: CSS=13.1, Synergy_ZIP=-3.96, Synergy_Bliss=-3.50, Synergy_Loewe=0.222, Synergy_HSA=0.432. (6) Drug 1: CCC1(CC2CC(C3=C(CCN(C2)C1)C4=CC=CC=C4N3)(C5=C(C=C6C(=C5)C78CCN9C7C(C=CC9)(C(C(C8N6C=O)(C(=O)OC)O)OC(=O)C)CC)OC)C(=O)OC)O.OS(=O)(=O)O. Drug 2: C#CCC(CC1=CN=C2C(=N1)C(=NC(=N2)N)N)C3=CC=C(C=C3)C(=O)NC(CCC(=O)O)C(=O)O. Cell line: MDA-MB-231. Synergy scores: CSS=12.6, Synergy_ZIP=-6.63, Synergy_Bliss=-3.89, Synergy_Loewe=-2.23, Synergy_HSA=-3.05. (7) Drug 1: C1=C(C(=O)NC(=O)N1)F. Drug 2: CC1=CC=C(C=C1)C2=CC(=NN2C3=CC=C(C=C3)S(=O)(=O)N)C(F)(F)F. Cell line: HCC-2998. Synergy scores: CSS=18.7, Synergy_ZIP=-8.08, Synergy_Bliss=-16.0, Synergy_Loewe=-16.1, Synergy_HSA=-15.3.